Dataset: Experimentally validated miRNA-target interactions with 360,000+ pairs, plus equal number of negative samples. Task: Binary Classification. Given a miRNA mature sequence and a target amino acid sequence, predict their likelihood of interaction. (1) The miRNA is hsa-miR-557 with sequence GUUUGCACGGGUGGGCCUUGUCU. The protein sequence of the target gene is MGRAAATAGGGGGARRWLPWLGLCFWAAGTAAARGTDNGEALPESIPSAPGTLPHFIEEPDDAYIIKSNPIALRCKARPAMQIFFKCNGEWVHQNEHVSEETLDESSGLKVREVFINVTRQQVEDFHGPEDYWCQCVAWSHLGTSKSRKASVRIAYLRKNFEQDPQGREVPIEGMIVLHCRPPEGVPAAEVEWLKNEEPIDSEQDENIDTRADHNLIIRQARLSDSGNYTCMAANIVAKRRSLSATVVVYVNGGWSSWTEWSACNVRCGRGWQKRSRTCTNPAPLNGGAFCEGMSVQKIT.... Result: 1 (interaction). (2) The miRNA is mmu-miR-301b-3p with sequence CAGUGCAAUGGUAUUGUCAAAGC. The protein sequence of the target gene is MEHIRTTKVEQVKLLDRFSTNNKSLTGTLYLTATHLLFIDAQQKETWILHHHIASVEKLALTTSGCPLVIQCKNFRIVHFIVPRERDCHDIYNSLLQLSKQAKYEDLYAFSYNPKQNDTERRNGWQLIDLAAEYERMGVPNANWQLSDANREYKVCETYPRELYVPRTASRPVIVGSSNFRSKGRLPVLSYCRQGTEAAICRCSQPLSGFSARCLEDEHLLQAISKANPGNRYMYVVDTRPKLNAIANRAAGKGYENEDNYSNIRFQFVGIENIHVMRSSLQKLLEVNGSKGLSVNDFYS.... Result: 1 (interaction). (3) The miRNA is mmu-let-7c-5p with sequence UGAGGUAGUAGGUUGUAUGGUU. The protein sequence of the target gene is MEVRASFQKVSGSSDSVATLNSEEFVLVSQHTDATSIKDDGKPQLKIASNGDEQLEKAMEEILRDSEKGQSGLPVDCQGSSEISDCPFGDVPASQTTKPPLQLILDPSNTEISTPRPSSPSRFPEEDSVLFNKLTYLGCMKVSSPRSEVEALRAMATMRASSQYPFAVTLYVPNVPEGSVRIIDQSSNVEIASFPIYKVLFCARGHDGTAESNCFAFTESSHGSEEFQIHVFSCEIKEAVSRILYSFCTAFKRSSRQVSDVKDSVIPTPDSDVFTFSVSLEVKEDDGKGNFSPVPKDRDK.... Result: 0 (no interaction). (4) The miRNA is mmu-miR-547-3p with sequence CUUGGUACAUCUUUGAGUGAG. The protein sequence of the target gene is MAAPSVPTPLYGHVGRGAFRDVYEPAEDTFLLLDALEAAAAELAGVEICLEVGAGSGVVSAFLASMIGPRALYMCTDINPEAAACTLETARCNRVHVQPVITDLVHGLLPRLKGKVDLLVFNPPYVVTPPEEVGSRGIEAAWAGGRNGREVMDRFFPLAPELLSPRGLFYLVTVKENNPEEIFKTMKTRGLQGTTALCRQAGQEALSVLRFSKS. Result: 0 (no interaction).